This data is from Reaction yield outcomes from USPTO patents with 853,638 reactions. The task is: Predict the reaction yield, written as a fraction of the theoretical maximum amount of product (1.0 means a 100% yield; for example, 0.34 means a 34% yield). (1) The reactants are [CH3:1][O:2][CH2:3][CH2:4][O:5][CH2:6][C:7]([C:10]1[CH:15]=[CH:14][C:13]([NH:16][C:17](=[O:19])[CH3:18])=[CH:12][C:11]=1[N+:20]([O-])=O)([CH3:9])[CH3:8]. The catalyst is CO.[Ni]. The product is [NH2:20][C:11]1[CH:12]=[C:13]([NH:16][C:17](=[O:19])[CH3:18])[CH:14]=[CH:15][C:10]=1[C:7]([CH3:9])([CH3:8])[CH2:6][O:5][CH2:4][CH2:3][O:2][CH3:1]. The yield is 0.350. (2) The reactants are [C:1](=[NH:21])([O:3][CH2:4][CH2:5][C:6]1[CH:11]=[CH:10][C:9]([O:12][C:13]2[CH:18]=[CH:17][C:16]([CH3:19])=[C:15]([F:20])[CH:14]=2)=[CH:8][CH:7]=1)[NH2:2].[CH:22]([CH:24]([CH2:29][C:30]1[CH:31]=[N:32][C:33]([O:36][CH3:37])=[N:34][CH:35]=1)[C:25](OC)=O)=[O:23].C([O-])([O-])=O.[K+].[K+]. The catalyst is CN1C(=O)CCC1. The product is [F:20][C:15]1[CH:14]=[C:13]([O:12][C:9]2[CH:8]=[CH:7][C:6]([CH2:5][CH2:4][O:3][C:1]3[NH:2][CH:25]=[C:24]([CH2:29][C:30]4[CH:31]=[N:32][C:33]([O:36][CH3:37])=[N:34][CH:35]=4)[C:22](=[O:23])[N:21]=3)=[CH:11][CH:10]=2)[CH:18]=[CH:17][C:16]=1[CH3:19]. The yield is 0.0623. (3) The product is [Br:1][C:2]1[CH:3]=[C:4]2[C:8](=[CH:9][CH:10]=1)[N:7]([C:11]([O:13][C:14]([CH3:17])([CH3:16])[CH3:15])=[O:12])[CH2:6][CH2:5]2. The catalyst is C1COCC1.O. The yield is 0.800. The reactants are [Br:1][C:2]1[CH:3]=[C:4]2[C:8](=[CH:9][CH:10]=1)[NH:7][CH2:6][CH2:5]2.[C:11](O[C:11]([O:13][C:14]([CH3:17])([CH3:16])[CH3:15])=[O:12])([O:13][C:14]([CH3:17])([CH3:16])[CH3:15])=[O:12]. (4) The reactants are [C:1]([C:4]1[C:9]([C:10]2[CH:15]=[CH:14][CH:13]=[CH:12][CH:11]=2)=[N:8][N:7]([CH2:16][CH3:17])[C:6](=[O:18])[C:5]=1[N+:19]([O-])=O)(=[O:3])[CH3:2].N[C:23]1[N:28]=[C:27]([CH3:29])[CH:26]=[CH:25][N:24]=1. The catalyst is C(O)C. The product is [C:1]([C:4]1[C:9]([C:10]2[CH:15]=[CH:14][CH:13]=[CH:12][CH:11]=2)=[N:8][N:7]([CH2:16][CH3:17])[C:6](=[O:18])[C:5]=1[NH:19][C:23]1[N:28]=[C:27]([CH3:29])[CH:26]=[CH:25][N:24]=1)(=[O:3])[CH3:2]. The yield is 0.113.